Dataset: Full USPTO retrosynthesis dataset with 1.9M reactions from patents (1976-2016). Task: Predict the reactants needed to synthesize the given product. (1) The reactants are: Br[CH2:2][CH2:3][O:4][C:5]1[C:10]([O:11][CH2:12][CH2:13][CH:14]([C:16]2[CH:21]=[CH:20][C:19]([F:22])=[CH:18][CH:17]=2)[CH3:15])=[C:9]([O:23][CH3:24])[C:8]([Cl:25])=[C:7]([CH3:26])[C:6]=1[C:27](=[O:29])[CH3:28].Cl.[F:31][C:32]1([F:38])[CH2:37][CH2:36][CH2:35][NH:34][CH2:33]1. Given the product [Cl:25][C:8]1[C:7]([CH3:26])=[C:6]([C:27](=[O:29])[CH3:28])[C:5]([O:4][CH2:3][CH2:2][N:34]2[CH2:35][CH2:36][CH2:37][C:32]([F:38])([F:31])[CH2:33]2)=[C:10]([O:11][CH2:12][CH2:13][CH:14]([C:16]2[CH:21]=[CH:20][C:19]([F:22])=[CH:18][CH:17]=2)[CH3:15])[C:9]=1[O:23][CH3:24], predict the reactants needed to synthesize it. (2) Given the product [C:11]([CH2:13][C:14]([NH:1][CH2:2][CH2:3][C:4]1[CH:9]=[CH:8][C:7]([OH:10])=[CH:6][CH:5]=1)=[O:15])#[N:12], predict the reactants needed to synthesize it. The reactants are: [NH2:1][CH2:2][CH2:3][C:4]1[CH:9]=[CH:8][C:7]([OH:10])=[CH:6][CH:5]=1.[C:11]([CH2:13][C:14](OCC)=[O:15])#[N:12]. (3) Given the product [C:2]([O:6][C:7]([N:9]1[CH2:14][CH2:13][CH:12]([O:15][C:16]2[CH:17]=[CH:18][C:19]([N:22]([CH2:35][C:36]3[N:40]([CH2:41][C:42](=[O:52])[NH:43][C@H:44]([C:46]4[CH:51]=[CH:50][CH:49]=[CH:48][CH:47]=4)[CH3:45])[C:39]4[CH:53]=[CH:54][C:55]([C:57]([NH2:59])=[NH:58])=[CH:56][C:38]=4[N:37]=3)[C:23](=[O:34])[C:24]3[CH:25]=[CH:26][C:27]([C:30]([O:32][CH3:33])=[O:31])=[CH:28][CH:29]=3)=[CH:20][CH:21]=2)[CH2:11][CH2:10]1)=[O:8])([CH3:3])([CH3:4])[CH3:5], predict the reactants needed to synthesize it. The reactants are: S.[C:2]([O:6][C:7]([N:9]1[CH2:14][CH2:13][CH:12]([O:15][C:16]2[CH:21]=[CH:20][C:19]([N:22]([CH2:35][C:36]3[N:40]([CH2:41][C:42](=[O:52])[NH:43][C@H:44]([C:46]4[CH:51]=[CH:50][CH:49]=[CH:48][CH:47]=4)[CH3:45])[C:39]4[CH:53]=[CH:54][C:55]([C:57]#[N:58])=[CH:56][C:38]=4[N:37]=3)[C:23](=[O:34])[C:24]3[CH:29]=[CH:28][C:27]([C:30]([O:32][CH3:33])=[O:31])=[CH:26][CH:25]=3)=[CH:18][CH:17]=2)[CH2:11][CH2:10]1)=[O:8])([CH3:5])([CH3:4])[CH3:3].[N:59]1C=CC(CCN)=C(CCN)C=1CCN. (4) Given the product [F:1][C:2]1[CH:19]=[C:18]([S:20]([CH3:23])(=[O:21])=[O:22])[CH:17]=[CH:16][C:3]=1[O:4][CH2:5][CH2:6][C@@H:7]1[CH2:9][C@@H:8]1[CH:10]1[CH2:11][CH2:12][N:13]([C:31]#[N:30])[CH2:14][CH2:15]1, predict the reactants needed to synthesize it. The reactants are: [F:1][C:2]1[CH:19]=[C:18]([S:20]([CH3:23])(=[O:22])=[O:21])[CH:17]=[CH:16][C:3]=1[O:4][CH2:5][CH2:6][C@@H:7]1[CH2:9][C@@H:8]1[CH:10]1[CH2:15][CH2:14][NH:13][CH2:12][CH2:11]1.C(=O)([O-])[O-].[K+].[K+].[N:30]#[C:31]Br.